Dataset: Reaction yield outcomes from USPTO patents with 853,638 reactions. Task: Predict the reaction yield, written as a fraction of the theoretical maximum amount of product (1.0 means a 100% yield; for example, 0.34 means a 34% yield). (1) The reactants are [C:1]([C:5]1[CH:24]=[CH:23][C:8]2[NH:9][C:10]([CH2:12][CH:13]3[CH2:16][CH:15]([C:17]([N:19]([O:21][CH3:22])[CH3:20])=[O:18])[CH2:14]3)=[N:11][C:7]=2[CH:6]=1)([CH3:4])([CH3:3])[CH3:2].C(=O)([O-])[O-].[K+].[K+].[CH3:31][Si:32]([CH3:39])([CH3:38])[CH2:33][CH2:34][O:35][CH2:36]Cl. The catalyst is CN(C)C=O. The product is [C:1]([C:5]1[CH:24]=[CH:23][C:8]2[N:9]([CH2:36][O:35][CH2:34][CH2:33][Si:32]([CH3:39])([CH3:38])[CH3:31])[C:10]([CH2:12][CH:13]3[CH2:16][CH:15]([C:17]([N:19]([O:21][CH3:22])[CH3:20])=[O:18])[CH2:14]3)=[N:11][C:7]=2[CH:6]=1)([CH3:4])([CH3:2])[CH3:3]. The yield is 0.540. (2) The reactants are [F:1][C:2]1[CH:3]=[C:4]([C:22]2[C:23]([C:28]#[N:29])=[CH:24][CH:25]=[CH:26][CH:27]=2)[CH:5]=[CH:6][C:7]=1[CH2:8][C:9]1[C:10](=[O:21])[NH:11][C:12]2[N:13]([N:18]=[CH:19][N:20]=2)[C:14]=1[CH2:15][CH2:16][CH3:17].N(C(N1CCCCC1)=O)=NC(N1CCCCC1)=O.C(P(CCCC)CCCC)CCC.[CH3:61][O:62][C:63]1[CH:68]=[C:67]([O:69][CH3:70])[CH:66]=[CH:65][C:64]=1[CH2:71]O. The catalyst is C(OCC)(=O)C.O1CCCC1. The product is [CH3:61][O:62][C:63]1[CH:68]=[C:67]([O:69][CH3:70])[CH:66]=[CH:65][C:64]=1[CH2:71][N:11]1[C:10](=[O:21])[C:9]([CH2:8][C:7]2[CH:6]=[CH:5][C:4]([C:22]3[C:23]([C:28]#[N:29])=[CH:24][CH:25]=[CH:26][CH:27]=3)=[CH:3][C:2]=2[F:1])=[C:14]([CH2:15][CH2:16][CH3:17])[N:13]2[N:18]=[CH:19][N:20]=[C:12]12. The yield is 0.260. (3) The reactants are C([O:3][P:4]([C:9]1[CH:14]=[CH:13][C:12]([CH2:15][NH:16][C:17](=[O:41])[C:18]2[CH:23]=[CH:22][CH:21]=[C:20]([N:24]3[C:28]4=[N:29][CH:30]=[N:31][C:32]([NH2:33])=[C:27]4[C:26]([C:34]4[CH:39]=[CH:38][C:37]([CH3:40])=[CH:36][CH:35]=4)=[N:25]3)[CH:19]=2)=[CH:11][C:10]=1[P:42]([O:47]CC)([O:44]CC)=[O:43])(=[O:8])[O:5]CC)C.[Si](I)(C)(C)C.[OH-].[Na+]. The catalyst is CC#N.CN(C=O)C. The product is [NH2:33][C:32]1[CH:27]2[C:26]([C:34]3[CH:39]=[CH:38][C:37]([CH3:40])=[CH:36][CH:35]=3)=[N:25][N:24]([C:20]3[CH:19]=[C:18]([CH:23]=[CH:22][CH:21]=3)[C:17]([NH:16][CH2:15][C:12]3[CH:13]=[CH:14][C:9]([P:4](=[O:3])([OH:5])[OH:8])=[C:10]([P:42]([OH:47])([OH:44])=[O:43])[CH:11]=3)=[O:41])[CH:28]2[N:29]=[CH:30][N:31]=1. The yield is 0.750.